Dataset: Full USPTO retrosynthesis dataset with 1.9M reactions from patents (1976-2016). Task: Predict the reactants needed to synthesize the given product. (1) Given the product [C:17]([O:21][C:22](=[O:27])[NH:23][CH2:24][CH2:25][NH:26][C:10]1[C:9]2[C:4](=[CH:5][C:6]([C:13]([F:16])([F:15])[F:14])=[CH:7][CH:8]=2)[N:3]=[C:2]([Cl:1])[N:11]=1)([CH3:20])([CH3:18])[CH3:19], predict the reactants needed to synthesize it. The reactants are: [Cl:1][C:2]1[N:11]=[C:10](Cl)[C:9]2[C:4](=[CH:5][C:6]([C:13]([F:16])([F:15])[F:14])=[CH:7][CH:8]=2)[N:3]=1.[C:17]([O:21][C:22](=[O:27])[NH:23][CH2:24][CH2:25][NH2:26])([CH3:20])([CH3:19])[CH3:18].C(N(C(C)C)CC)(C)C.O. (2) Given the product [NH2:10][C:8]1[CH:9]=[C:5]([C:3]([NH:2][CH3:1])=[O:4])[NH:6][CH:7]=1, predict the reactants needed to synthesize it. The reactants are: [CH3:1][NH:2][C:3]([C:5]1[NH:6][CH:7]=[C:8]([N+:10]([O-])=O)[CH:9]=1)=[O:4]. (3) Given the product [C:53]([C:51]1[CH:52]=[C:48]([NH:47][C:46]([NH:35][C@@H:28]2[C:29]3[C:34](=[CH:33][CH:32]=[CH:31][CH:30]=3)[C@H:25]([O:24][C:21]3[CH:22]=[CH:23][C:18]4[N:19]([C:15]([C:10]5[CH:11]=[CH:12][CH:13]=[CH:14][C:9]=5[S:8][CH2:7][CH2:6][OH:5])=[N:16][N:17]=4)[CH:20]=3)[CH2:26][CH2:27]2)=[O:45])[N:49]([C:57]2[CH:62]=[CH:61][C:60]([OH:63])=[C:59]([Cl:74])[CH:58]=2)[N:50]=1)([CH3:56])([CH3:54])[CH3:55], predict the reactants needed to synthesize it. The reactants are: C([Si](C(C)C)(C(C)C)[O:5][CH2:6][CH2:7][S:8][C:9]1[CH:14]=[CH:13][CH:12]=[CH:11][C:10]=1[C:15]1[N:19]2[CH:20]=[C:21]([O:24][C@H:25]3[C:34]4[C:29](=[CH:30][CH:31]=[CH:32][CH:33]=4)[C@@H:28]([NH2:35])[CH2:27][CH2:26]3)[CH:22]=[CH:23][C:18]2=[N:17][N:16]=1)(C)C.ClC(Cl)(Cl)C[O:45][C:46](=O)[NH:47][C:48]1[N:49]([C:57]2[CH:62]=[CH:61][C:60]([O:63][Si](C(C)C)(C(C)C)C(C)C)=[C:59]([Cl:74])[CH:58]=2)[N:50]=[C:51]([C:53]([CH3:56])([CH3:55])[CH3:54])[CH:52]=1.C(N(C(C)C)CC)(C)C. (4) Given the product [CH2:23]([C:13]1([C:12]2[N:8]=[CH:9][NH:10][CH:11]=2)[CH2:21][C:20]2[C:15](=[CH:16][CH:17]=[C:18]([F:22])[CH:19]=2)[CH2:14]1)[CH3:24], predict the reactants needed to synthesize it. The reactants are: C([N:8]1[C:12]([C:13]2([CH2:23][CH3:24])[CH2:21][C:20]3[C:15](=[CH:16][CH:17]=[C:18]([F:22])[CH:19]=3)[CH2:14]2)=[CH:11][N:10]=[CH:9]1)C1C=CC=CC=1.C([O-])=O.[NH4+]. (5) Given the product [Cl:1][C:2]1[N:3]=[C:4]([C:11]2[CH:16]=[CH:15][CH:14]=[CH:13][CH:12]=2)[CH:5]=[C:6]2[CH:18]=[CH:17][NH:8][C:7]=12, predict the reactants needed to synthesize it. The reactants are: [Cl:1][C:2]1[C:7]([N+:8]([O-])=O)=[CH:6][CH:5]=[C:4]([C:11]2[CH:16]=[CH:15][CH:14]=[CH:13][CH:12]=2)[N:3]=1.[CH:17]([Mg]Br)=[CH2:18].[NH4+].[Cl-]. (6) Given the product [F:18][C:19]1[CH:26]=[CH:25][CH:24]=[CH:23][C:20]=1[CH2:21][N:12]1[C:13]([CH3:17])([CH3:16])[C:14](=[O:15])[N:11]1[CH:2]1[CH:3]2[CH2:4][CH:5]3[CH2:6][CH:7]([CH2:8][CH:1]1[CH2:10]3)[CH2:9]2, predict the reactants needed to synthesize it. The reactants are: [CH:1]12[CH2:10][CH:5]3[CH2:6][CH:7]([CH2:9][CH:3]([CH2:4]3)[CH:2]1[N:11]1[C:14](=[O:15])[C:13]([CH3:17])([CH3:16])[NH:12]1)[CH2:8]2.[F:18][C:19]1[CH:26]=[CH:25][CH:24]=[CH:23][C:20]=1[CH2:21]Br. (7) Given the product [Cl:1][C:2]1[CH:3]=[C:4]2[N:9]=[C:23]([C:22]3[CH:21]=[CH:20][C:19]([O:18][CH2:17][CH2:16][N:10]4[CH2:15][CH2:14][CH2:13][CH2:12][CH2:11]4)=[CH:26][CH:25]=3)[NH:8][C:5]2=[N:6][CH:7]=1, predict the reactants needed to synthesize it. The reactants are: [Cl:1][C:2]1[CH:3]=[C:4]([NH2:9])[C:5]([NH2:8])=[N:6][CH:7]=1.[N:10]1([CH2:16][CH2:17][O:18][C:19]2[CH:26]=[CH:25][C:22]([CH:23]=O)=[CH:21][CH:20]=2)[CH2:15][CH2:14][CH2:13][CH2:12][CH2:11]1. (8) Given the product [C:15]1([N:21]([CH:22]2[CH2:27][CH2:26][N:25]([C:28]([O:30][CH2:31][C@@H:32]([N:34]([CH2:35][C:36]3[CH:37]=[CH:38][CH:39]=[CH:40][CH:41]=3)[CH2:42][C:43]3[CH:44]=[CH:45][CH:46]=[CH:47][CH:48]=3)[CH3:33])=[O:29])[CH2:24][CH2:23]2)[S:11]([C:9]2[CH:8]=[CH:7][CH:6]=[C:5]3[C:10]=2[N:1]=[CH:2][CH:3]=[CH:4]3)(=[O:13])=[O:12])[CH:16]=[CH:17][CH:18]=[CH:19][CH:20]=1, predict the reactants needed to synthesize it. The reactants are: [N:1]1[C:10]2[C:5](=[CH:6][CH:7]=[CH:8][C:9]=2[S:11](Cl)(=[O:13])=[O:12])[CH:4]=[CH:3][CH:2]=1.[C:15]1([NH:21][CH:22]2[CH2:27][CH2:26][N:25]([C:28]([O:30][CH2:31][C@@H:32]([N:34]([CH2:42][C:43]3[CH:48]=[CH:47][CH:46]=[CH:45][CH:44]=3)[CH2:35][C:36]3[CH:41]=[CH:40][CH:39]=[CH:38][CH:37]=3)[CH3:33])=[O:29])[CH2:24][CH2:23]2)[CH:20]=[CH:19][CH:18]=[CH:17][CH:16]=1. (9) Given the product [C:1]1([CH2:7][C:8]([OH:10])=[O:9])[CH:6]=[CH:5][CH:4]=[CH:3][CH:2]=1, predict the reactants needed to synthesize it. The reactants are: [C:1]1([CH2:7][C:8]([O:10]C)=[O:9])[CH:6]=[CH:5][CH:4]=[CH:3][CH:2]=1.[OH-].[Na+]. (10) Given the product [F:20][C:17]1[CH:16]=[CH:15][C:14]([CH2:13][N:7]([O:8][CH2:9][CH:10]([CH3:11])[CH3:12])[C:6]([C:5]2[CH2:32][N:33]([CH3:34])[C:3](=[O:23])[C:4]=2[OH:22])=[O:21])=[CH:19][CH:18]=1, predict the reactants needed to synthesize it. The reactants are: CO[C:3](=[O:23])[C:4]([OH:22])=[CH:5][C:6](=[O:21])[N:7]([CH2:13][C:14]1[CH:19]=[CH:18][C:17]([F:20])=[CH:16][CH:15]=1)[O:8][CH2:9][CH:10]([CH3:12])[CH3:11].C=O.CN.ClC1C=C(C=CC=1Cl)[CH2:32][N:33](C)[C:34](C1CN(C)C(=O)C=1O)=O.